Dataset: Full USPTO retrosynthesis dataset with 1.9M reactions from patents (1976-2016). Task: Predict the reactants needed to synthesize the given product. (1) Given the product [C:28]([C:27]1[CH:30]=[CH:31][CH:32]=[CH:33][C:26]=1[N:23]1[CH2:22][CH2:21][N:20]([CH2:19][CH:18]([OH:17])[CH2:34][N:35]2[C:43]3[CH2:42][CH2:41][N:40]([C:15]([NH2:14])=[O:16])[CH2:39][C:38]=3[C:37]([C:44]3[CH:49]=[CH:48][C:47]([I:50])=[CH:46][CH:45]=3)=[N:36]2)[CH2:25][CH2:24]1)#[N:29], predict the reactants needed to synthesize it. The reactants are: C(N(C(C)C)CC)(C)C.C[Si]([N:14]=[C:15]=[O:16])(C)C.[OH:17][CH:18]([CH2:34][N:35]1[C:43]2[CH2:42][CH2:41][NH:40][CH2:39][C:38]=2[C:37]([C:44]2[CH:49]=[CH:48][C:47]([I:50])=[CH:46][CH:45]=2)=[N:36]1)[CH2:19][N:20]1[CH2:25][CH2:24][N:23]([C:26]2[CH:33]=[CH:32][CH:31]=[CH:30][C:27]=2[C:28]#[N:29])[CH2:22][CH2:21]1. (2) Given the product [CH3:20][N:19]1[C:9]2=[CH:8][CH:7]=[C:6]3[C:11]([N:12]([CH3:16])[C:13]4[C:5]3=[CH:4][C:3]([OH:2])=[CH:15][CH:14]=4)=[C:10]2[CH:17]=[N:18]1, predict the reactants needed to synthesize it. The reactants are: C[O:2][C:3]1[CH:4]=[C:5]2[C:13](=[CH:14][CH:15]=1)[N:12]([CH3:16])[C:11]1[C:6]2=[CH:7][CH:8]=[C:9]2[N:19]([CH3:20])[N:18]=[CH:17][C:10]2=1.[Al+3].[Cl-].[Cl-].[Cl-].CCS.C([O-])(O)=O.[Na+]. (3) Given the product [CH2:1]([O:5][CH2:9][CH2:10][CH:11]1[CH2:12][CH2:13][N:14]([C:17]([O:19][C:20]([CH3:21])([CH3:23])[CH3:22])=[O:18])[CH2:15][CH2:16]1)[CH2:2][C:3]#[CH:4], predict the reactants needed to synthesize it. The reactants are: [CH2:1]([OH:5])[CH2:2][C:3]#[CH:4].[H-].[Na+].Br[CH2:9][CH2:10][CH:11]1[CH2:16][CH2:15][N:14]([C:17]([O:19][C:20]([CH3:23])([CH3:22])[CH3:21])=[O:18])[CH2:13][CH2:12]1.